From a dataset of Catalyst prediction with 721,799 reactions and 888 catalyst types from USPTO. Predict which catalyst facilitates the given reaction. Reactant: [Na].[CH:2]1([CH2:5][O:6][CH2:7][C:8](=O)[CH2:9][C:10]([O:12]CC)=O)[CH2:4][CH2:3]1.[NH2:16][C:17]([NH2:19])=[S:18].Cl. Product: [CH:2]1([CH2:5][O:6][CH2:7][C:8]2[NH:19][C:17](=[S:18])[NH:16][C:10](=[O:12])[CH:9]=2)[CH2:4][CH2:3]1. The catalyst class is: 14.